Dataset: HIV replication inhibition screening data with 41,000+ compounds from the AIDS Antiviral Screen. Task: Binary Classification. Given a drug SMILES string, predict its activity (active/inactive) in a high-throughput screening assay against a specified biological target. (1) The drug is O=C1C=C(c2c(-c3ccccc3)[nH]c3ccccc23)C(=O)N1c1ccccc1. The result is 0 (inactive). (2) The compound is CN(C)c1ccc(C2CC(=O)CC(c3ccc(N(C)C)cc3)C23C(=O)NC(=O)NC3=O)cc1. The result is 0 (inactive). (3) The result is 0 (inactive). The drug is Cc1cc2c(C(C)C)c(O)c(O)c(C=NO)c2c(O)c1-c1c(C)cc2c(C(C)C)c(O)c(O)c(C=NO)c2c1O. (4) The compound is Cc1ccc(Cc2c(O)nnc3ccccc23)cc1. The result is 0 (inactive).